The task is: Predict the reaction yield, written as a fraction of the theoretical maximum amount of product (1.0 means a 100% yield; for example, 0.34 means a 34% yield).. This data is from Reaction yield outcomes from USPTO patents with 853,638 reactions. (1) The reactants are [CH3:1][O:2][C:3]([NH:5][CH:6]([C:10]([CH3:13])([CH3:12])[CH3:11])[C:7]([OH:9])=O)=[O:4].C1C=CC2N(O)N=NC=2C=1.Cl.Cl.Cl.[CH3:27][O:28][C:29](=[O:77])[NH:30][CH:31]([C:35]([N:37]1[CH:43]([C:44]2[NH:45][C:46]([C:49]3[CH:54]=[CH:53][C:52]([C:55]4[CH:64]=[CH:63][C:62]5[C:57](=[CH:58][CH:59]=[C:60]([C:65]6[NH:66][C:67]([CH:70]7[CH2:74][CH:73]([C:75]#[N:76])[CH2:72][NH:71]7)=[N:68][CH:69]=6)[CH:61]=5)[CH:56]=4)=[CH:51][CH:50]=3)=[CH:47][N:48]=2)[CH2:42][C:39]2([CH2:41][CH2:40]2)[CH2:38]1)=[O:36])[CH:32]([CH3:34])[CH3:33].CN1CCOCC1. The catalyst is CN(C=O)C.CCOC(C)=O. The product is [CH3:1][O:2][C:3](=[O:4])[NH:5][CH:6]([C:7]([N:71]1[CH2:72][CH:73]([C:75]#[N:76])[CH2:74][CH:70]1[C:67]1[NH:66][C:65]([C:60]2[CH:59]=[CH:58][C:57]3[C:62](=[CH:63][CH:64]=[C:55]([C:52]4[CH:51]=[CH:50][C:49]([C:46]5[NH:45][C:44]([CH:43]6[CH2:42][C:39]7([CH2:41][CH2:40]7)[CH2:38][N:37]6[C:35](=[O:36])[CH:31]([NH:30][C:29]([O:28][CH3:27])=[O:77])[CH:32]([CH3:34])[CH3:33])=[N:48][CH:47]=5)=[CH:54][CH:53]=4)[CH:56]=3)[CH:61]=2)=[CH:69][N:68]=1)=[O:9])[C:10]([CH3:13])([CH3:12])[CH3:11]. The yield is 0.480. (2) The reactants are C(OC([N:8]1[CH2:13][CH2:12][CH:11]([CH2:14][C:15]2[CH:16]=[C:17]3[C:21](=[C:22]([Cl:24])[CH:23]=2)[C:20](=[O:25])[N:19]([CH2:26][C:27]2[CH:32]=[CH:31][C:30]([O:33][C:34]([F:37])([F:36])[F:35])=[CH:29][CH:28]=2)[CH2:18]3)[CH2:10][CH2:9]1)=O)(C)(C)C.FC(F)(F)C(O)=O. The catalyst is ClCCl. The product is [Cl:24][C:22]1[CH:23]=[C:15]([CH2:14][CH:11]2[CH2:12][CH2:13][NH:8][CH2:9][CH2:10]2)[CH:16]=[C:17]2[C:21]=1[C:20](=[O:25])[N:19]([CH2:26][C:27]1[CH:32]=[CH:31][C:30]([O:33][C:34]([F:36])([F:37])[F:35])=[CH:29][CH:28]=1)[CH2:18]2. The yield is 1.00. (3) The product is [N:9]1[CH:14]=[CH:13][CH:12]=[CH:11][C:10]=1[O:15][CH2:16][C:17]1[CH:22]=[CH:21][C:20]([CH2:23][C:24]2[CH:2]=[C:1]([C:3]3[CH:4]=[N:5][CH:6]=[CH:7][CH:8]=3)[O:26][N:25]=2)=[CH:19][CH:18]=1. The yield is 0.240. The catalyst is O1CCCC1. The reactants are [C:1]([C:3]1[CH:4]=[N:5][CH:6]=[CH:7][CH:8]=1)#[CH:2].[N:9]1[CH:14]=[CH:13][CH:12]=[CH:11][C:10]=1[O:15][CH2:16][C:17]1[CH:22]=[CH:21][C:20]([CH2:23][C:24](Cl)=[N:25][OH:26])=[CH:19][CH:18]=1.C(N(CC)CC)C.